This data is from Full USPTO retrosynthesis dataset with 1.9M reactions from patents (1976-2016). The task is: Predict the reactants needed to synthesize the given product. (1) The reactants are: [Cl:1][C:2]1[CH:7]=[CH:6][C:5]([C:8]2[C:9](N)=[C:10]3[CH:24]=[N:23][N:22]([C:25]4[CH:30]=[CH:29][CH:28]=[CH:27][CH:26]=4)[C:11]3=[N:12][C:13]=2[C:14]2[CH:19]=[CH:18][C:17]([Cl:20])=[CH:16][C:15]=2[Cl:21])=[CH:4][CH:3]=1.N(O[C:35]([CH3:38])([CH3:37])[CH3:36])=O.[CH3:39][CH2:40][OH:41]. Given the product [Cl:1][C:2]1[CH:3]=[CH:4][C:5]([C:8]2[CH:9]=[C:10]3[CH:24]=[N:23][N:22]([C:25]4[CH:30]=[CH:29][CH:28]=[CH:27][CH:26]=4)[C:11]3=[N:12][C:13]=2[C:14]2[CH:19]=[CH:18][C:17]([Cl:20])=[CH:16][C:15]=2[Cl:21])=[CH:6][CH:7]=1.[Cl:1][C:2]1[CH:7]=[CH:37][C:35]([C:38]2[C:9]([O:41][CH2:40][CH3:39])=[C:10]3[CH:24]=[N:23][N:22]([C:25]4[CH:30]=[CH:29][CH:28]=[CH:27][CH:26]=4)[C:11]3=[N:12][C:13]=2[C:14]2[CH:19]=[CH:18][C:17]([Cl:20])=[CH:16][C:15]=2[Cl:21])=[CH:36][CH:3]=1, predict the reactants needed to synthesize it. (2) Given the product [CH3:32][N:33]1[CH2:34][CH2:35][N:36]([C:39]2[CH:45]=[CH:44][C:42]([NH:43][C:14]3[C:15]4[NH:20][N:19]=[CH:18][C:16]=4[N:17]=[C:12]([C:8]4[CH:7]=[C:6]([CH:11]=[CH:10][CH:9]=4)[O:5][CH2:4][C:3]([OH:2])=[O:31])[N:13]=3)=[CH:41][CH:40]=2)[CH2:37][CH2:38]1, predict the reactants needed to synthesize it. The reactants are: C[O:2][C:3](=[O:31])[CH2:4][O:5][C:6]1[CH:11]=[CH:10][CH:9]=[C:8]([C:12]2[N:13]=[C:14](Cl)[C:15]3[C:16](=[CH:18][N:19](CC4C=CC(OC)=CC=4)[N:20]=3)[N:17]=2)[CH:7]=1.[CH3:32][N:33]1[CH2:38][CH2:37][N:36]([C:39]2[CH:45]=[CH:44][C:42]([NH2:43])=[CH:41][CH:40]=2)[CH2:35][CH2:34]1.Cl. (3) Given the product [F:22][C:19]1[CH:20]=[CH:21][C:16]([C:3]2[C:2]([NH:29][CH:26]3[CH2:27][CH2:28][O:23][CH2:24][CH2:25]3)=[N:11][C:10]3[C:5](=[CH:6][CH:7]=[C:8]([C:12]([O:14][CH3:15])=[O:13])[CH:9]=3)[N:4]=2)=[CH:17][CH:18]=1, predict the reactants needed to synthesize it. The reactants are: Cl[C:2]1[C:3]([C:16]2[CH:21]=[CH:20][C:19]([F:22])=[CH:18][CH:17]=2)=[N:4][C:5]2[C:10]([N:11]=1)=[CH:9][C:8]([C:12]([O:14][CH3:15])=[O:13])=[CH:7][CH:6]=2.[O:23]1[CH2:28][CH2:27][CH:26]([NH2:29])[CH2:25][CH2:24]1.CCN(C(C)C)C(C)C.